From a dataset of Peptide-MHC class I binding affinity with 185,985 pairs from IEDB/IMGT. Regression. Given a peptide amino acid sequence and an MHC pseudo amino acid sequence, predict their binding affinity value. This is MHC class I binding data. (1) The peptide sequence is GQISVQPTF. The MHC is HLA-A30:02 with pseudo-sequence HLA-A30:02. The binding affinity (normalized) is 0.137. (2) The peptide sequence is ESMMGSTAM. The MHC is HLA-B44:02 with pseudo-sequence HLA-B44:02. The binding affinity (normalized) is 0.0847. (3) The peptide sequence is KYKLKHIVW. The MHC is HLA-A29:02 with pseudo-sequence HLA-A29:02. The binding affinity (normalized) is 0.